The task is: Regression. Given a peptide amino acid sequence and an MHC pseudo amino acid sequence, predict their binding affinity value. This is MHC class II binding data.. This data is from Peptide-MHC class II binding affinity with 134,281 pairs from IEDB. (1) The peptide sequence is YDKFLANVYTVLTGK. The MHC is DRB1_0401 with pseudo-sequence DRB1_0401. The binding affinity (normalized) is 0.543. (2) The binding affinity (normalized) is 0.428. The peptide sequence is FRNIVNMLHGVRDGL. The MHC is DRB4_0101 with pseudo-sequence DRB4_0103. (3) The peptide sequence is PKYRKQNTLKLAT. The MHC is DRB1_0101 with pseudo-sequence DRB1_0101. The binding affinity (normalized) is 0.574. (4) The peptide sequence is WNTGHDWILADKRPT. The MHC is HLA-DQA10201-DQB10301 with pseudo-sequence HLA-DQA10201-DQB10301. The binding affinity (normalized) is 0.534. (5) The peptide sequence is MLGSNTMQRVVFVVLLLL. The MHC is DRB1_0405 with pseudo-sequence DRB1_0405. The binding affinity (normalized) is 0.104. (6) The peptide sequence is GKLYSILKIQSPLFT. The MHC is DRB1_0401 with pseudo-sequence DRB1_0401. The binding affinity (normalized) is 0.584. (7) The peptide sequence is EKKYFAATQFEPLAM. The MHC is HLA-DQA10501-DQB10201 with pseudo-sequence HLA-DQA10501-DQB10201. The binding affinity (normalized) is 0.300.